This data is from Forward reaction prediction with 1.9M reactions from USPTO patents (1976-2016). The task is: Predict the product of the given reaction. (1) Given the reactants Cl[CH2:2][C:3]1[S:4][CH:5]=[CH:6][C:7]=1[S:8]([N:11]([CH3:26])[C:12]1[CH:13]=[CH:14][CH:15]=[C:16]2[C:20]=1[NH:19][C:18]([C:21]1[S:22][CH:23]=[CH:24][N:25]=1)=[CH:17]2)(=[O:10])=[O:9].C(OCC)(=O)C.[P:33]([O:40]CC)([O:37][CH2:38][CH3:39])[O:34][CH2:35][CH3:36], predict the reaction product. The product is: [CH3:26][N:11]([C:12]1[CH:13]=[CH:14][CH:15]=[C:16]2[C:20]=1[NH:19][C:18]([C:21]1[S:22][CH:23]=[CH:24][N:25]=1)=[CH:17]2)[S:8]([C:7]1[CH:6]=[CH:5][S:4][C:3]=1[CH2:2][P:33](=[O:40])([O:37][CH2:38][CH3:39])[O:34][CH2:35][CH3:36])(=[O:10])=[O:9]. (2) Given the reactants Cl.O1CCOCC1.C(O[C:11](=[O:25])[CH2:12][NH:13][C:14]([NH:16][C:17]1[CH:22]=[CH:21][C:20]([Br:23])=[C:19]([CH3:24])[CH:18]=1)=[O:15])C, predict the reaction product. The product is: [Br:23][C:20]1[CH:21]=[CH:22][C:17]([N:16]2[C:11](=[O:25])[CH2:12][NH:13][C:14]2=[O:15])=[CH:18][C:19]=1[CH3:24]. (3) Given the reactants [F:1][C:2]1[CH:8]=[CH:7][C:5]([NH2:6])=[CH:4][CH:3]=1.Cl[C:10]1[CH:15]=[CH:14][CH:13]=[CH:12][N:11]=1.[OH-].[Na+], predict the reaction product. The product is: [F:1][C:2]1[CH:8]=[CH:7][C:5]([NH:6][C:10]2[CH:15]=[CH:14][CH:13]=[CH:12][N:11]=2)=[CH:4][CH:3]=1. (4) The product is: [CH3:1][CH:2]([CH3:21])[CH2:3][CH2:4][NH:5][C:6]([C:8]1[N:9]=[N:10][C:11]([N:14]2[CH2:19][CH2:18][CH:17]([NH:20][C:47](=[O:48])[C:46]3[CH:50]=[CH:51][CH:52]=[CH:53][C:45]=3[C:44]([F:43])([F:54])[F:55])[CH2:16][CH2:15]2)=[CH:12][CH:13]=1)=[O:7]. Given the reactants [CH3:1][CH:2]([CH3:21])[CH2:3][CH2:4][NH:5][C:6]([C:8]1[N:9]=[N:10][C:11]([N:14]2[CH2:19][CH2:18][CH:17]([NH2:20])[CH2:16][CH2:15]2)=[CH:12][CH:13]=1)=[O:7].C1(CCNC(C2N=NC(N3CC4C(C4N)C3)=CC=2)=O)CC1.[F:43][C:44]([F:55])([F:54])[C:45]1[CH:53]=[CH:52][CH:51]=[CH:50][C:46]=1[C:47](Cl)=[O:48], predict the reaction product. (5) Given the reactants [Br:1][C:2]1[C:3]([C:13](=[O:15])[CH3:14])=[C:4]([OH:12])[C:5]2[O:10][CH2:9][CH2:8][O:7][C:6]=2[CH:11]=1.[C:16]([O-])([O-])=O.[K+].[K+].CI, predict the reaction product. The product is: [Br:1][C:2]1[C:3]([C:13](=[O:15])[CH3:14])=[C:4]([O:12][CH3:16])[C:5]2[O:10][CH2:9][CH2:8][O:7][C:6]=2[CH:11]=1. (6) Given the reactants FC(F)(F)S(O[C:7]1[CH:12]=[CH:11][C:10]([N:13]([CH3:24])[C:14]2[N:19]=[CH:18][C:17]3[N:20]=[CH:21][N:22]([CH3:23])[C:16]=3[CH:15]=2)=[C:9]([CH2:25][CH3:26])[CH:8]=1)(=O)=O.[C:29]([NH:32][C:33]1[N:38]=[CH:37][C:36](B2OC(C)(C)C(C)(C)O2)=[CH:35][N:34]=1)(=[O:31])[CH3:30].C(=O)([O-])[O-].[Cs+].[Cs+].O, predict the reaction product. The product is: [CH2:25]([C:9]1[CH:8]=[C:7]([C:36]2[CH:35]=[N:34][C:33]([NH:32][C:29](=[O:31])[CH3:30])=[N:38][CH:37]=2)[CH:12]=[CH:11][C:10]=1[N:13]([CH3:24])[C:14]1[N:19]=[CH:18][C:17]2[N:20]=[CH:21][N:22]([CH3:23])[C:16]=2[CH:15]=1)[CH3:26]. (7) Given the reactants [F:1][C:2]1[CH:3]=[CH:4][C:5]([O:27][CH3:28])=[C:6]([C:8]2[CH:13]=[CH:12][N:11]=[C:10]3[NH:14][C:15]([CH:17]4[CH2:22][CH2:21][N:20]([CH2:23][C:24](O)=[O:25])[CH2:19][CH2:18]4)=[CH:16][C:9]=23)[CH:7]=1.C(N(C(C)C)C(C)C)C.C(N1C=CN=C1)(N1C=CN=C1)=O.[CH3:50][CH:51]([S:53]([NH2:56])(=[O:55])=[O:54])[CH3:52].N12CCCN=C1CCCCC2, predict the reaction product. The product is: [F:1][C:2]1[CH:3]=[CH:4][C:5]([O:27][CH3:28])=[C:6]([C:8]2[CH:13]=[CH:12][N:11]=[C:10]3[NH:14][C:15]([CH:17]4[CH2:22][CH2:21][N:20]([CH2:23][C:24]([NH:56][S:53]([CH:51]([CH3:52])[CH3:50])(=[O:55])=[O:54])=[O:25])[CH2:19][CH2:18]4)=[CH:16][C:9]=23)[CH:7]=1. (8) Given the reactants C(N(C(C1CC1)C)C(=O)CN1C(=O)[C@:24]2([C:26]3[C:30](=C[C:19]([NH:23][C:24]([C:26]4C=NO[C:30]=4[CH3:31])=O)=CC=3)[CH2:31]C2)[NH:23][C:19]1=O)C1C=CC=CC=1.CN1CCOCC1.C([Cl:55])(=O)OCC(C)C.[CH2:56]1[CH2:60][O:59][CH2:58][CH2:57]1, predict the reaction product. The product is: [N:23]1([CH2:58]/[CH:57]=[CH:56]/[C:60]([Cl:55])=[O:59])[CH2:19][CH2:31][CH2:30][CH2:26][CH2:24]1. (9) Given the reactants [NH2:1][C:2]1[CH:7]=[CH:6][CH:5]=[C:4]([CH3:8])[CH:3]=1.[H-].[Na+].F[C:12]1[CH:13]=[C:14]([CH:17]=[CH:18][C:19]=1[N+:20]([O-:22])=[O:21])[C:15]#[N:16].O, predict the reaction product. The product is: [N+:20]([C:19]1[CH:18]=[CH:17][C:14]([C:15]#[N:16])=[CH:13][C:12]=1[NH:1][C:2]1[CH:3]=[C:4]([CH3:8])[CH:5]=[CH:6][CH:7]=1)([O-:22])=[O:21]. (10) Given the reactants [OH:1][N:2]1[C:6](=[O:7])[C:5]2=[CH:8][CH:9]=[CH:10][CH:11]=[C:4]2[C:3]1=[O:12].[CH3:13]N(C=O)C.BrC[CH2:20][CH2:21][CH2:22][Cl:23], predict the reaction product. The product is: [Cl:23][CH:22]([CH2:21][CH3:20])[CH2:13][O:1][N:2]1[C:3](=[O:12])[C:4]2[C:5](=[CH:8][CH:9]=[CH:10][CH:11]=2)[C:6]1=[O:7].